Dataset: Full USPTO retrosynthesis dataset with 1.9M reactions from patents (1976-2016). Task: Predict the reactants needed to synthesize the given product. (1) Given the product [Br:1][C:2]1[C:10]2[C:6](=[CH:7][N:8]([CH3:12])[N:9]=2)[CH:5]=[CH:4][C:3]=1[CH3:11], predict the reactants needed to synthesize it. The reactants are: [Br:1][C:2]1[C:3]([CH3:11])=[CH:4][CH:5]=[C:6]2[C:10]=1[NH:9][N:8]=[CH:7]2.[C:12]([O-])([O-])=O.[Cs+].[Cs+].CI. (2) Given the product [CH2:1]([O:8][C:9](=[O:16])[NH:10][C@@H:11]([CH:13]([OH:15])[CH3:14])[CH3:12])[C:2]1[CH:7]=[CH:6][CH:5]=[CH:4][CH:3]=1, predict the reactants needed to synthesize it. The reactants are: [CH2:1]([O:8][C:9](=[O:16])[NH:10][C@@H:11]([C:13](=[O:15])[CH3:14])[CH3:12])[C:2]1[CH:7]=[CH:6][CH:5]=[CH:4][CH:3]=1.CO.[BH4-].[Na+]. (3) Given the product [CH:1]1([C:4]2[O:8][N:7]=[C:6]([C@@H:9]3[CH2:11][C@H:10]3[C:12]([F:14])([F:13])[F:15])[C:5]=2[CH2:16][OH:17])[CH2:2][CH2:3]1, predict the reactants needed to synthesize it. The reactants are: [CH:1]1([C:4]2[O:8][N:7]=[C:6]([C@@H:9]3[CH2:11][C@H:10]3[C:12]([F:15])([F:14])[F:13])[C:5]=2[C:16](OC)=[O:17])[CH2:3][CH2:2]1.[H-].[Al+3].[Li+].[H-].[H-].[H-].Cl. (4) Given the product [Si:1]([O:9][C:10]1[CH:15]=[C:14]([CH3:16])[C:13]([C:17]2[CH:22]=[CH:21][CH:20]=[C:19]([CH:23]=[O:24])[CH:18]=2)=[C:12]([CH3:25])[CH:11]=1)([C:4]([CH3:7])([CH3:6])[CH3:5])([CH3:3])[CH3:2], predict the reactants needed to synthesize it. The reactants are: [Si:1](Cl)([C:4]([CH3:7])([CH3:6])[CH3:5])([CH3:3])[CH3:2].[OH:9][C:10]1[CH:15]=[C:14]([CH3:16])[C:13]([C:17]2[CH:22]=[CH:21][CH:20]=[C:19]([CH:23]=[O:24])[CH:18]=2)=[C:12]([CH3:25])[CH:11]=1.N1C=CN=C1. (5) Given the product [OH:6][C@@H:5]([CH2:4][OH:3])[CH2:7][O:8][C:9]1[CH:10]=[C:11]2[C:16](=[CH:17][CH:18]=1)[CH:15]=[C:14]([CH2:19][O:20][C:21]1[CH:50]=[CH:49][C:24]([C:25]([N:27]3[CH2:28][CH2:29][C:30]4([NH:34]/[C:33](=[N:35]/[C:36]([C:38]5[C:43]([NH2:44])=[N:42][C:41]([NH2:45])=[C:40]([Cl:46])[N:39]=5)=[O:37])/[NH:32][CH2:31]4)[CH2:47][CH2:48]3)=[O:26])=[CH:23][CH:22]=1)[CH:13]=[CH:12]2, predict the reactants needed to synthesize it. The reactants are: CC1(C)[O:6][C@H:5]([CH2:7][O:8][C:9]2[CH:10]=[C:11]3[C:16](=[CH:17][CH:18]=2)[CH:15]=[C:14]([CH2:19][O:20][C:21]2[CH:50]=[CH:49][C:24]([C:25]([N:27]4[CH2:48][CH2:47][C:30]5([NH:34]/[C:33](=[N:35]/[C:36]([C:38]6[C:43]([NH2:44])=[N:42][C:41]([NH2:45])=[C:40]([Cl:46])[N:39]=6)=[O:37])/[NH:32][CH2:31]5)[CH2:29][CH2:28]4)=[O:26])=[CH:23][CH:22]=2)[CH:13]=[CH:12]3)[CH2:4][O:3]1. (6) Given the product [NH2:35][CH2:34][CH2:33][O:32][CH2:31][CH2:30][O:29][CH2:28][CH2:27][NH:26][C:24]([C:21]1[CH:20]=[CH:19][C:18]([C:16]([NH:15][CH:9]2[C:10]3[NH:11][C:12]4[C:4](=[CH:3][C:2]([Cl:1])=[CH:14][CH:13]=4)[C:5]=3[CH2:6][CH2:7][CH2:8]2)=[O:17])=[CH:23][CH:22]=1)=[O:25], predict the reactants needed to synthesize it. The reactants are: [Cl:1][C:2]1[CH:3]=[C:4]2[C:12](=[CH:13][CH:14]=1)[NH:11][C:10]1[CH:9]([NH:15][C:16]([C:18]3[CH:23]=[CH:22][C:21]([C:24]([NH:26][CH2:27][CH2:28][O:29][CH2:30][CH2:31][O:32][CH2:33][CH2:34][NH:35]C(=O)OC(C)(C)C)=[O:25])=[CH:20][CH:19]=3)=[O:17])[CH2:8][CH2:7][CH2:6][C:5]2=1.C(O)(C(F)(F)F)=O. (7) Given the product [Br:20][C:12]1[CH:11]=[N:10][CH:15]=[C:14]([F:16])[C:13]=1[CH:17]1[CH2:18][CH2:19]1, predict the reactants needed to synthesize it. The reactants are: C1(OC([N:10]2[CH:15]=[C:14]([F:16])[CH:13]([CH:17]3[CH2:19][CH2:18]3)[C:12]([Br:20])=[CH:11]2)=O)C=CC=CC=1.[S]. (8) Given the product [CH2:1]([O:3][C:4](=[O:27])[CH2:5][C:6]1[CH:11]=[CH:10][C:9]([O:12][CH3:13])=[C:8]([O:14][C:15]2[CH:20]=[CH:19][C:18]([C:21]([F:24])([F:23])[F:22])=[CH:17][C:16]=2[CH2:25][N:30]2[C@@H:29]([CH3:28])[C@@H:33]([C:34]3[CH:39]=[CH:38][CH:37]=[CH:36][CH:35]=3)[O:32][C:31]2=[O:40])[CH:7]=1)[CH3:2], predict the reactants needed to synthesize it. The reactants are: [CH2:1]([O:3][C:4](=[O:27])[CH2:5][C:6]1[CH:11]=[CH:10][C:9]([O:12][CH3:13])=[C:8]([O:14][C:15]2[CH:20]=[CH:19][C:18]([C:21]([F:24])([F:23])[F:22])=[CH:17][C:16]=2[CH2:25]Br)[CH:7]=1)[CH3:2].[CH3:28][C@H:29]1[C@@H:33]([C:34]2[CH:39]=[CH:38][CH:37]=[CH:36][CH:35]=2)[O:32][C:31](=[O:40])[NH:30]1. (9) Given the product [CH:1]1([O:4][C:5]2[CH:6]=[C:7]([B:12]3[O:16][C:15]([CH3:18])([CH3:17])[C:14]([CH3:20])([CH3:19])[O:13]3)[CH:8]=[CH:9][CH:10]=2)[CH2:3][CH2:2]1, predict the reactants needed to synthesize it. The reactants are: [CH:1]1([O:4][C:5]2[CH:10]=[CH:9][CH:8]=[C:7](Br)[CH:6]=2)[CH2:3][CH2:2]1.[B:12]1([B:12]2[O:16][C:15]([CH3:18])([CH3:17])[C:14]([CH3:20])([CH3:19])[O:13]2)[O:16][C:15]([CH3:18])([CH3:17])[C:14]([CH3:20])([CH3:19])[O:13]1.C([O-])(=O)C.[K+]. (10) Given the product [C:1]1([C:27]2[CH:32]=[CH:31][CH:30]=[CH:29][CH:28]=2)[CH:6]=[CH:5][C:4]([C:7]([N:9]2[CH2:14][CH2:13][N:12]([C:15]3[C:16]4[CH:24]=[C:23]([CH2:25][CH3:26])[S:22][C:17]=4[N:18]=[C:19]([S:39][CH2:38][CH2:37][NH:36][C:33](=[O:35])[CH3:34])[N:20]=3)[CH2:11][CH2:10]2)=[O:8])=[CH:3][CH:2]=1, predict the reactants needed to synthesize it. The reactants are: [C:1]1([C:27]2[CH:32]=[CH:31][CH:30]=[CH:29][CH:28]=2)[CH:6]=[CH:5][C:4]([C:7]([N:9]2[CH2:14][CH2:13][N:12]([C:15]3[C:16]4[CH:24]=[C:23]([CH2:25][CH3:26])[S:22][C:17]=4[N:18]=[C:19](Cl)[N:20]=3)[CH2:11][CH2:10]2)=[O:8])=[CH:3][CH:2]=1.[C:33]([NH:36][CH2:37][CH2:38][SH:39])(=[O:35])[CH3:34].